From a dataset of Full USPTO retrosynthesis dataset with 1.9M reactions from patents (1976-2016). Predict the reactants needed to synthesize the given product. (1) Given the product [CH:1]([O:4][C:5]([N:7]1[CH2:12][CH2:11][CH:10]([O:13][C:14]2[C:19]([CH3:20])=[C:18]([NH:21][C:22]3[CH:27]=[CH:26][C:25]([O:56][CH2:55][CH2:54][S:51]([CH3:50])(=[O:53])=[O:52])=[CH:24][C:23]=3[F:29])[N:17]=[CH:16][N:15]=2)[CH2:9][CH2:8]1)=[O:6])([CH3:3])[CH3:2], predict the reactants needed to synthesize it. The reactants are: [CH:1]([O:4][C:5]([N:7]1[CH2:12][CH2:11][CH:10]([O:13][C:14]2[C:19]([CH3:20])=[C:18]([NH:21][C:22]3[CH:27]=[CH:26][C:25](I)=[CH:24][C:23]=3[F:29])[N:17]=[CH:16][N:15]=2)[CH2:9][CH2:8]1)=[O:6])([CH3:3])[CH3:2].C(=O)([O-])[O-].[Cs+].[Cs+].N1C2C(=CC=C3C=2N=CC=C3)C=CC=1.[CH3:50][S:51]([CH2:54][CH2:55][OH:56])(=[O:53])=[O:52]. (2) Given the product [Br:1][C:2]1[CH:11]=[CH:10][CH:9]=[C:4]2[C:3]=1[CH2:12][N:26]([CH2:25][CH2:24][C:15]1[CH:16]=[CH:17][C:18]3[C:23](=[CH:22][CH:21]=[CH:20][CH:19]=3)[N:14]=1)[C:5]2=[O:7], predict the reactants needed to synthesize it. The reactants are: [Br:1][C:2]1[C:3]([CH2:12]Br)=[C:4]([CH:9]=[CH:10][CH:11]=1)[C:5]([O:7]C)=O.[N:14]1[C:23]2[C:18](=[CH:19][CH:20]=[CH:21][CH:22]=2)[CH:17]=[CH:16][C:15]=1[CH2:24][CH2:25][NH2:26].